From a dataset of Reaction yield outcomes from USPTO patents with 853,638 reactions. Predict the reaction yield, written as a fraction of the theoretical maximum amount of product (1.0 means a 100% yield; for example, 0.34 means a 34% yield). (1) The reactants are [C:1]([O:5][C:6](=[O:29])[C:7]([O:10]/[N:11]=[C:12](/[C:16]1[N:17]=[C:18]([NH:21][C:22]([O:24][C:25]([CH3:28])([CH3:27])[CH3:26])=[O:23])[S:19][CH:20]=1)\[C:13](O)=[O:14])([CH3:9])[CH3:8])([CH3:4])([CH3:3])[CH3:2].CCN(C(C)C)C(C)C.CN(C(ON1N=NC2C=CC=NC1=2)=[N+](C)C)C.F[P-](F)(F)(F)(F)F.[NH2:63][C@@H:64]1[C:67](=[O:68])[NH:66][C@@H:65]1[CH2:69][N:70]1[CH:74]=[N:73][C:72]([CH2:75][NH:76][C:77](=[O:83])[O:78][C:79]([CH3:82])([CH3:81])[CH3:80])=[N:71]1. The catalyst is C(Cl)Cl.CN(C=O)C.O.CCOC(C)=O. The product is [C:79]([O:78][C:77]([NH:76][CH2:75][C:72]1[N:73]=[CH:74][N:70]([CH2:69][C@@H:65]2[C@H:64]([NH:63][C:13](=[O:14])/[C:12](=[N:11]\[O:10][C:7]([CH3:9])([CH3:8])[C:6]([O:5][C:1]([CH3:4])([CH3:3])[CH3:2])=[O:29])/[C:16]3[N:17]=[C:18]([NH:21][C:22]([O:24][C:25]([CH3:28])([CH3:27])[CH3:26])=[O:23])[S:19][CH:20]=3)[C:67](=[O:68])[NH:66]2)[N:71]=1)=[O:83])([CH3:80])([CH3:82])[CH3:81]. The yield is 0.630. (2) The reactants are NC1C=C(C(C2C=CC(OC)=C(OC)C=2)=CC#N)C=CC=1OC.[CH3:24][O:25][C:26]1[CH:31]=[CH:30][C:29]([CH:32]([C:34]2[CH:39]=[CH:38][C:37]([O:40][CH3:41])=[C:36]([O:42][CH2:43][CH3:44])[CH:35]=2)[OH:33])=[CH:28][C:27]=1[N+:45]([O-:47])=[O:46].[Cr](Cl)([O-])(=O)=O.[NH+]1C=CC=CC=1. No catalyst specified. The product is [CH3:24][O:25][C:26]1[CH:31]=[CH:30][C:29]([C:32]([C:34]2[CH:39]=[CH:38][C:37]([O:40][CH3:41])=[C:36]([O:42][CH2:43][CH3:44])[CH:35]=2)=[O:33])=[CH:28][C:27]=1[N+:45]([O-:47])=[O:46]. The yield is 0.890. (3) The reactants are Br[C:2]1[CH:7]=[CH:6][C:5]([O:8][CH3:9])=[CH:4][C:3]=1[CH2:10][CH2:11][O:12][CH:13]1[CH2:18][CH2:17][CH2:16][CH2:15][O:14]1.C([Li])CCC.[Cl-].[Ce+3].[Cl-].[Cl-].[F:28][C:29]([F:34])([F:33])[C:30](=[O:32])[CH3:31]. The catalyst is O1CCCC1. The product is [F:28][C:29]([F:34])([F:33])[C:30]([C:2]1[CH:7]=[CH:6][C:5]([O:8][CH3:9])=[CH:4][C:3]=1[CH2:10][CH2:11][O:12][CH:13]1[CH2:18][CH2:17][CH2:16][CH2:15][O:14]1)([OH:32])[CH3:31]. The yield is 0.503. (4) The reactants are [OH-].[Na+].[S].[NH2:4][NH2:5].[Br:6][C:7]1[CH:8]=[C:9]([CH:12]=[CH:13][CH:14]=1)[CH:10]=O. No catalyst specified. The product is [Br:6][C:7]1[CH:8]=[C:9]([CH:12]=[CH:13][CH:14]=1)/[CH:10]=[N:4]/[N:5]=[CH:10]/[C:9]1[CH:12]=[CH:13][CH:14]=[C:7]([Br:6])[CH:8]=1. The yield is 0.400. (5) The reactants are [CH3:1][O:2][CH2:3][C:4]1[CH:5]=[C:6](B(O)O)[CH:7]=[CH:8][CH:9]=1.[C:13]([O:17][C:18]([NH:20][CH2:21]/[C:22](/[F:26])=[CH:23]\[CH2:24]Br)=[O:19])([CH3:16])([CH3:15])[CH3:14].C([O-])([O-])=O.[K+].[K+].CCOC(C)=O. The catalyst is C1C=CC=CC=1.[Cl-].[Na+].O.C1C=CC(/C=C/C(/C=C/C2C=CC=CC=2)=O)=CC=1.C1C=CC(/C=C/C(/C=C/C2C=CC=CC=2)=O)=CC=1.[Pd]. The product is [C:13]([O:17][C:18]([NH:20][CH2:21]/[C:22](/[F:26])=[CH:23]\[CH2:24][C:6]1[CH:7]=[CH:8][CH:9]=[C:4]([CH2:3][O:2][CH3:1])[CH:5]=1)=[O:19])([CH3:16])([CH3:15])[CH3:14]. The yield is 0.650.